Dataset: Reaction yield outcomes from USPTO patents with 853,638 reactions. Task: Predict the reaction yield, written as a fraction of the theoretical maximum amount of product (1.0 means a 100% yield; for example, 0.34 means a 34% yield). (1) The reactants are [CH3:1][CH:2]1[C:6](=[O:7])[CH2:5][CH2:4][C:3]1=[O:8].[CH2:9]=[CH:10][C:11](=[O:14])[CH2:12][CH3:13].N12CCN(CC1)CC2.Cl. The catalyst is C(COC)OC. The product is [CH3:1][C:2]1([CH2:9][CH2:10][C:11](=[O:14])[CH2:12][CH3:13])[C:6](=[O:7])[CH2:5][CH2:4][C:3]1=[O:8]. The yield is 0.630. (2) The reactants are [C:1]([CH2:3][C:4]1([N:8]2[CH2:13][CH2:12][CH:11]([N:14]([C@@H:21]3[CH2:23][C@H:22]3[C:24]3[CH:29]=[CH:28][CH:27]=[CH:26][CH:25]=3)[C:15](=[O:20])[C:16]([F:19])([F:18])[F:17])[CH2:10][CH2:9]2)[CH2:7][NH:6][CH2:5]1)#[N:2].C(N(CC)C(C)C)(C)C.[CH3:39][S:40](Cl)(=[O:42])=[O:41]. The product is [C:1]([CH2:3][C:4]1([N:8]2[CH2:9][CH2:10][CH:11]([N:14]([C@@H:21]3[CH2:23][C@H:22]3[C:24]3[CH:29]=[CH:28][CH:27]=[CH:26][CH:25]=3)[C:15](=[O:20])[C:16]([F:19])([F:17])[F:18])[CH2:12][CH2:13]2)[CH2:5][N:6]([S:40]([CH3:39])(=[O:42])=[O:41])[CH2:7]1)#[N:2]. The catalyst is C(Cl)Cl. The yield is 0.890. (3) The reactants are [CH3:1][C:2]1[N:3]([C:8]2[CH:12]=[CH:11][N:10]([CH3:13])[N:9]=2)[C:4]([CH3:7])=[CH:5][CH:6]=1.C([Li])CCC.[Cl:19]C(Cl)(Cl)C(Cl)(Cl)Cl. The catalyst is O1CCCC1. The product is [Cl:19][C:11]1[N:10]([CH3:13])[N:9]=[C:8]([N:3]2[C:2]([CH3:1])=[CH:6][CH:5]=[C:4]2[CH3:7])[CH:12]=1. The yield is 0.600. (4) The reactants are [CH3:1][O:2][C:3](=[O:17])[C:4]1[CH:12]=[C:11]([O:13][CH:14]([CH3:16])[CH3:15])[CH:10]=[C:6]([C:7]([OH:9])=O)[CH:5]=1.C(Cl)(C(Cl)=O)=O.C1(P(C2C=CC=CC=2)C2C=CC=CC=2)C=CC=CC=1.[Br:43][C:44]1[CH:49]=[CH:48][C:47](B(O)O)=[CH:46][CH:45]=1. The catalyst is C(Cl)Cl.C(=CC(C=CC1C=CC=CC=1)=O)C1C=CC=CC=1.C(=CC(C=CC1C=CC=CC=1)=O)C1C=CC=CC=1.[Pd].S1C=CC=C1C([O-])=O.[Cu+].CN(C=O)C. The product is [CH3:1][O:2][C:3](=[O:17])[C:4]1[CH:12]=[C:11]([O:13][CH:14]([CH3:16])[CH3:15])[CH:10]=[C:6]([C:7](=[O:9])[C:47]2[CH:48]=[CH:49][C:44]([Br:43])=[CH:45][CH:46]=2)[CH:5]=1. The yield is 0.860. (5) The product is [CH3:14][O:15][C:16](=[O:28])[C:17]1[CH:22]=[CH:21][CH:20]=[C:19]([N+:23]([O-:25])=[O:24])[C:18]=1[CH2:26][N:6]1[C:7]2[CH:12]=[CH:11][CH:10]=[CH:9][C:8]=2[N:4]([C:1]([CH3:3])=[CH2:2])[C:5]1=[O:13]. The reactants are [C:1]([N:4]1[C:8]2[CH:9]=[CH:10][CH:11]=[CH:12][C:7]=2[NH:6][C:5]1=[O:13])([CH3:3])=[CH2:2].[CH3:14][O:15][C:16](=[O:28])[C:17]1[CH:22]=[CH:21][CH:20]=[C:19]([N+:23]([O-:25])=[O:24])[C:18]=1[CH2:26]Br.C([O-])([O-])=O.[K+].[K+].[NH4+].[Cl-]. The catalyst is CN(C=O)C. The yield is 0.940. (6) The reactants are Br[C:2]1[C:3]([N+:8]([O-:10])=[O:9])=[N:4][N:5]([CH3:7])[CH:6]=1.C([O-])(=O)C.[K+].[B:16]1(B2OC(C)(C)C(C)(C)O2)[O:20]C(C)(C)C(C)(C)[O:17]1.CC1CCCO1. The catalyst is [Pd](Cl)Cl.C1(P(C2C=CC=CC=2)[C-]2C=CC=C2)C=CC=CC=1.[C-]1(P(C2C=CC=CC=2)C2C=CC=CC=2)C=CC=C1.[Fe+2]. The product is [CH3:7][N:5]1[CH:6]=[C:2]([B:16]([OH:20])[OH:17])[C:3]([N+:8]([O-:10])=[O:9])=[N:4]1. The yield is 0.200.